From a dataset of Peptide-MHC class II binding affinity with 134,281 pairs from IEDB. Regression. Given a peptide amino acid sequence and an MHC pseudo amino acid sequence, predict their binding affinity value. This is MHC class II binding data. The binding affinity (normalized) is 0. The MHC is HLA-DQA10102-DQB10502 with pseudo-sequence HLA-DQA10102-DQB10502. The peptide sequence is PGMAKIPAGELQIID.